From a dataset of NCI-60 drug combinations with 297,098 pairs across 59 cell lines. Regression. Given two drug SMILES strings and cell line genomic features, predict the synergy score measuring deviation from expected non-interaction effect. (1) Drug 1: CCCS(=O)(=O)NC1=C(C(=C(C=C1)F)C(=O)C2=CNC3=C2C=C(C=N3)C4=CC=C(C=C4)Cl)F. Drug 2: CNC(=O)C1=NC=CC(=C1)OC2=CC=C(C=C2)NC(=O)NC3=CC(=C(C=C3)Cl)C(F)(F)F. Cell line: NCI-H226. Synergy scores: CSS=30.6, Synergy_ZIP=-9.80, Synergy_Bliss=-5.25, Synergy_Loewe=-6.77, Synergy_HSA=-6.80. (2) Drug 1: C1CCC(CC1)NC(=O)N(CCCl)N=O. Drug 2: CC(C)NC(=O)C1=CC=C(C=C1)CNNC.Cl. Cell line: RXF 393. Synergy scores: CSS=19.3, Synergy_ZIP=-3.54, Synergy_Bliss=3.95, Synergy_Loewe=-0.673, Synergy_HSA=2.56. (3) Drug 1: C1CN1C2=NC(=NC(=N2)N3CC3)N4CC4. Drug 2: C1=CC(=CC=C1CCC2=CNC3=C2C(=O)NC(=N3)N)C(=O)NC(CCC(=O)O)C(=O)O. Cell line: NCI-H226. Synergy scores: CSS=7.34, Synergy_ZIP=-7.43, Synergy_Bliss=-6.70, Synergy_Loewe=-6.70, Synergy_HSA=-3.39. (4) Drug 1: C1=NC2=C(N=C(N=C2N1C3C(C(C(O3)CO)O)O)F)N. Drug 2: C1=NC2=C(N=C(N=C2N1C3C(C(C(O3)CO)O)F)Cl)N. Cell line: NCIH23. Synergy scores: CSS=49.6, Synergy_ZIP=-1.77, Synergy_Bliss=3.65, Synergy_Loewe=-23.9, Synergy_HSA=2.27. (5) Drug 1: CCC1=CC2CC(C3=C(CN(C2)C1)C4=CC=CC=C4N3)(C5=C(C=C6C(=C5)C78CCN9C7C(C=CC9)(C(C(C8N6C)(C(=O)OC)O)OC(=O)C)CC)OC)C(=O)OC.C(C(C(=O)O)O)(C(=O)O)O. Drug 2: C1=CC=C(C=C1)NC(=O)CCCCCCC(=O)NO. Cell line: NCIH23. Synergy scores: CSS=21.7, Synergy_ZIP=-3.50, Synergy_Bliss=-0.137, Synergy_Loewe=-12.1, Synergy_HSA=2.11. (6) Drug 1: CCCCCOC(=O)NC1=NC(=O)N(C=C1F)C2C(C(C(O2)C)O)O. Drug 2: C1=CN(C=N1)CC(O)(P(=O)(O)O)P(=O)(O)O. Cell line: SK-MEL-28. Synergy scores: CSS=0.196, Synergy_ZIP=2.11, Synergy_Bliss=3.50, Synergy_Loewe=-0.0970, Synergy_HSA=0.814.